From a dataset of Catalyst prediction with 721,799 reactions and 888 catalyst types from USPTO. Predict which catalyst facilitates the given reaction. (1) Reactant: [Cl:1][C:2]1[CH:29]=[CH:28][C:5]([CH2:6][C:7]2[C:15]3[C:10](=[CH:11][CH:12]=[CH:13][C:14]=3[S:16][CH3:17])[N:9]3[CH2:18][CH2:19][CH2:20][CH:21]([CH2:22][C:23]([O:25][CH2:26][CH3:27])=[O:24])[C:8]=23)=[CH:4][CH:3]=1.C1C=C(C([O-])=[O:37])C(C(O[O-])=O)=CC=1.[Mg+2]. Product: [Cl:1][C:2]1[CH:3]=[CH:4][C:5]([CH2:6][C:7]2[C:15]3[C:10](=[CH:11][CH:12]=[CH:13][C:14]=3[S:16]([CH3:17])=[O:37])[N:9]3[CH2:18][CH2:19][CH2:20][CH:21]([CH2:22][C:23]([O:25][CH2:26][CH3:27])=[O:24])[C:8]=23)=[CH:28][CH:29]=1. The catalyst class is: 61. (2) Reactant: C1C(=O)N([Br:8])C(=O)C1.[O:9]1[CH:14]=[CH:13][CH2:12][CH2:11][CH2:10]1.[C:15]([OH:18])(=[O:17])[CH3:16]. Product: [C:15]([O:18][CH:14]1[CH:13]([Br:8])[CH2:12][CH2:11][CH2:10][O:9]1)(=[O:17])[CH3:16]. The catalyst class is: 27. (3) Reactant: [C:1]([O:5][C:6]([N:8]1[CH2:13][CH2:12][CH:11]([N:14]2[CH2:19][CH2:18][N:17](CC3C=CC=CC=3)[CH2:16][CH2:15]2)[CH2:10][CH2:9]1)=[O:7])([CH3:4])([CH3:3])[CH3:2]. Product: [NH3:8].[C:1]([O:5][C:6]([N:8]1[CH2:13][CH2:12][CH:11]([N:14]2[CH2:19][CH2:18][NH:17][CH2:16][CH2:15]2)[CH2:10][CH2:9]1)=[O:7])([CH3:4])([CH3:2])[CH3:3]. The catalyst class is: 293. (4) Reactant: [CH3:1][C:2]1[N:7]=[C:6]2[S:8][C:9]3[C:13]([NH2:14])=[N:12][NH:11][C:10]=3[C:5]2=[C:4]([CH3:15])[CH:3]=1.[CH3:16][O:17][C:18]1[CH:25]=[CH:24][C:21]([CH:22]=O)=[CH:20][CH:19]=1.C(O)(=O)C.[BH-](OC(C)=O)(OC(C)=O)OC(C)=O.[Na+].[OH-].[Na+]. Product: [CH3:16][O:17][C:18]1[CH:25]=[CH:24][C:21]([CH2:22][NH:14][C:13]2[C:9]3[S:8][C:6]4[C:5]([C:10]=3[NH:11][N:12]=2)=[C:4]([CH3:15])[CH:3]=[C:2]([CH3:1])[N:7]=4)=[CH:20][CH:19]=1. The catalyst class is: 279.